The task is: Predict the product of the given reaction.. This data is from Forward reaction prediction with 1.9M reactions from USPTO patents (1976-2016). (1) Given the reactants C([O:8][C:9]1[CH:14]=[C:13](I)[CH:12]=[CH:11][C:10]=1[N:16]1[S:20](=[O:22])(=[O:21])[N:19](CC[Si](C)(C)C)[C:18](=[O:29])[CH2:17]1)C1C=CC=CC=1.[CH2:30]([C:33]1[CH:38]=[CH:37][C:36]([O:39][CH3:40])=[C:35]([O:41][CH3:42])[CH:34]=1)[CH:31]=[CH2:32], predict the reaction product. The product is: [CH3:42][O:41][C:35]1[CH:34]=[C:33]([CH2:30][CH2:31][CH2:32][C:13]2[CH:12]=[CH:11][C:10]([N:16]3[S:20](=[O:21])(=[O:22])[NH:19][C:18](=[O:29])[CH2:17]3)=[C:9]([OH:8])[CH:14]=2)[CH:38]=[CH:37][C:36]=1[O:39][CH3:40]. (2) Given the reactants [F:1][C:2]1[CH:3]=[C:4]([CH:7]=[CH:8][C:9]=1[CH2:10][OH:11])[C:5]#[N:6].Cl.[NH2:13][OH:14].C(=O)(O)[O-].[Na+], predict the reaction product. The product is: [F:1][C:2]1[CH:3]=[C:4]([CH:7]=[CH:8][C:9]=1[CH2:10][OH:11])/[C:5](=[N:13]/[OH:14])/[NH2:6].